Dataset: Full USPTO retrosynthesis dataset with 1.9M reactions from patents (1976-2016). Task: Predict the reactants needed to synthesize the given product. Given the product [CH3:36][O:35][C:32]1[N:33]=[CH:34][C:29]([C:25]2[CH:24]=[C:23]([NH:20][C:21]3[O:13][C@:5]4([CH2:4][N:3]=3)[CH:10]3[CH2:9][CH2:8][N:7]([CH2:12][CH2:11]3)[CH2:6]4)[N:28]=[CH:27][N:26]=2)=[CH:30][N:31]=1, predict the reactants needed to synthesize it. The reactants are: Cl.Cl.[NH2:3][CH2:4][C@@:5]1([OH:13])[CH:10]2[CH2:11][CH2:12][N:7]([CH2:8][CH2:9]2)[CH2:6]1.C([O-])([O-])=O.[Cs+].[Cs+].[N:20]([C:23]1[N:28]=[CH:27][N:26]=[C:25]([C:29]2[CH:30]=[N:31][C:32]([O:35][CH3:36])=[N:33][CH:34]=2)[CH:24]=1)=[C:21]=S.C(N=C=NC(C)C)(C)C.